From a dataset of Peptide-MHC class I binding affinity with 185,985 pairs from IEDB/IMGT. Regression. Given a peptide amino acid sequence and an MHC pseudo amino acid sequence, predict their binding affinity value. This is MHC class I binding data. (1) The peptide sequence is LQIRGRERF. The MHC is HLA-B39:01 with pseudo-sequence HLA-B39:01. The binding affinity (normalized) is 0.0847. (2) The peptide sequence is ARLMAEAL. The MHC is Mamu-A07 with pseudo-sequence Mamu-A07. The binding affinity (normalized) is 0.